From a dataset of NCI-60 drug combinations with 297,098 pairs across 59 cell lines. Regression. Given two drug SMILES strings and cell line genomic features, predict the synergy score measuring deviation from expected non-interaction effect. (1) Drug 1: C1=CC=C(C=C1)NC(=O)CCCCCCC(=O)NO. Drug 2: CS(=O)(=O)CCNCC1=CC=C(O1)C2=CC3=C(C=C2)N=CN=C3NC4=CC(=C(C=C4)OCC5=CC(=CC=C5)F)Cl. Cell line: NCIH23. Synergy scores: CSS=57.8, Synergy_ZIP=1.85, Synergy_Bliss=0.396, Synergy_Loewe=-4.40, Synergy_HSA=1.74. (2) Drug 1: CC1OCC2C(O1)C(C(C(O2)OC3C4COC(=O)C4C(C5=CC6=C(C=C35)OCO6)C7=CC(=C(C(=C7)OC)O)OC)O)O. Drug 2: C1CNP(=O)(OC1)N(CCCl)CCCl. Synergy scores: CSS=9.92, Synergy_ZIP=-4.13, Synergy_Bliss=-2.50, Synergy_Loewe=-6.32, Synergy_HSA=-1.21. Cell line: SNB-75. (3) Drug 1: C1CCN(CC1)CCOC2=CC=C(C=C2)C(=O)C3=C(SC4=C3C=CC(=C4)O)C5=CC=C(C=C5)O. Drug 2: CCC1=C2CN3C(=CC4=C(C3=O)COC(=O)C4(CC)O)C2=NC5=C1C=C(C=C5)O. Cell line: K-562. Synergy scores: CSS=42.0, Synergy_ZIP=13.9, Synergy_Bliss=14.6, Synergy_Loewe=-19.8, Synergy_HSA=13.0. (4) Drug 1: CC12CCC(CC1=CCC3C2CCC4(C3CC=C4C5=CN=CC=C5)C)O. Drug 2: COC1=C2C(=CC3=C1OC=C3)C=CC(=O)O2. Cell line: SN12C. Synergy scores: CSS=-0.257, Synergy_ZIP=6.94, Synergy_Bliss=2.79, Synergy_Loewe=-0.331, Synergy_HSA=0.0556. (5) Drug 1: COC1=C2C(=CC3=C1OC=C3)C=CC(=O)O2. Drug 2: C1CNP(=O)(OC1)N(CCCl)CCCl. Cell line: UACC62. Synergy scores: CSS=2.33, Synergy_ZIP=0.538, Synergy_Bliss=2.71, Synergy_Loewe=2.72, Synergy_HSA=1.28. (6) Drug 2: CCC1=C2CN3C(=CC4=C(C3=O)COC(=O)C4(CC)O)C2=NC5=C1C=C(C=C5)O. Cell line: UACC-257. Synergy scores: CSS=23.8, Synergy_ZIP=-4.21, Synergy_Bliss=3.00, Synergy_Loewe=-16.1, Synergy_HSA=2.58. Drug 1: CN1CCC(CC1)COC2=C(C=C3C(=C2)N=CN=C3NC4=C(C=C(C=C4)Br)F)OC. (7) Drug 1: CC1=C2C(C(=O)C3(C(CC4C(C3C(C(C2(C)C)(CC1OC(=O)C(C(C5=CC=CC=C5)NC(=O)OC(C)(C)C)O)O)OC(=O)C6=CC=CC=C6)(CO4)OC(=O)C)OC)C)OC. Drug 2: CN1CCC(CC1)COC2=C(C=C3C(=C2)N=CN=C3NC4=C(C=C(C=C4)Br)F)OC. Cell line: CCRF-CEM. Synergy scores: CSS=56.2, Synergy_ZIP=8.31, Synergy_Bliss=11.1, Synergy_Loewe=-22.3, Synergy_HSA=10.9. (8) Drug 1: C1=CC(=CC=C1C#N)C(C2=CC=C(C=C2)C#N)N3C=NC=N3. Drug 2: C1CNP(=O)(OC1)N(CCCl)CCCl. Cell line: SN12C. Synergy scores: CSS=-4.07, Synergy_ZIP=-0.346, Synergy_Bliss=-3.64, Synergy_Loewe=-4.04, Synergy_HSA=-5.41.